Dataset: Full USPTO retrosynthesis dataset with 1.9M reactions from patents (1976-2016). Task: Predict the reactants needed to synthesize the given product. (1) Given the product [C:35]([O:34][C:32]([N:31]([C:39]1[S:40][CH2:41][C@@H:42]2[CH2:47][CH2:46][CH2:45][C@:43]2([C:48]2[CH:49]=[C:50]([B:10]3[O:11][C:12]([CH3:17])([CH3:18])[C:13]([CH3:15])([CH3:16])[O:14]3)[CH:51]=[C:52]([Cl:54])[CH:53]=2)[N:44]=1)[C:29]([O:28][C:24]([CH3:27])([CH3:26])[CH3:25])=[O:30])=[O:33])([CH3:36])([CH3:37])[CH3:38], predict the reactants needed to synthesize it. The reactants are: [B:10]1([B:10]2[O:14][C:13]([CH3:16])([CH3:15])[C:12]([CH3:18])([CH3:17])[O:11]2)[O:14][C:13]([CH3:16])([CH3:15])[C:12]([CH3:18])([CH3:17])[O:11]1.C([O-])(=O)C.[K+].[C:24]([O:28][C:29]([N:31]([C:39]1[S:40][CH2:41][C@@H:42]2[CH2:47][CH2:46][CH2:45][C@:43]2([C:48]2[CH:53]=[C:52]([Cl:54])[CH:51]=[C:50](Br)[CH:49]=2)[N:44]=1)[C:32]([O:34][C:35]([CH3:38])([CH3:37])[CH3:36])=[O:33])=[O:30])([CH3:27])([CH3:26])[CH3:25]. (2) Given the product [C:29]([C:10]1[C:11]2[C:16](=[CH:15][C:14]([O:19][C:20]3[CH:21]=[CH:22][C:23]4[O:27][CH2:26][CH2:25][C:24]=4[CH:28]=3)=[CH:13][CH:12]=2)[C:17]([OH:18])=[C:8]([C:6]([NH:31][CH2:32][C:33]([OH:35])=[O:34])=[O:7])[N:9]=1)#[N:30], predict the reactants needed to synthesize it. The reactants are: C(O[C:6]([C:8]1[N:9]=[C:10]([C:29]#[N:30])[C:11]2[C:16]([C:17]=1[OH:18])=[CH:15][C:14]([O:19][C:20]1[CH:21]=[CH:22][C:23]3[O:27][CH2:26][CH2:25][C:24]=3[CH:28]=1)=[CH:13][CH:12]=2)=[O:7])CCC.[NH2:31][CH2:32][C:33]([OH:35])=[O:34]. (3) Given the product [CH3:33][O:34][CH2:35][CH2:36][NH:37][C:2]1[CH:3]=[C:4]([C:17]2[N:25]=[C:24]([CH3:26])[N:23]=[C:22]3[C:18]=2[N:19]=[CH:20][NH:21]3)[C:5]([NH:8][C:9]2[CH:10]=[N:11][C:12]([O:15][CH3:16])=[CH:13][CH:14]=2)=[N:6][CH:7]=1, predict the reactants needed to synthesize it. The reactants are: Cl[C:2]1[CH:3]=[C:4]([C:17]2[N:25]=[C:24]([CH3:26])[N:23]=[C:22]3[C:18]=2[N:19]=[CH:20][N:21]3C2CCCCO2)[C:5]([NH:8][C:9]2[CH:10]=[N:11][C:12]([O:15][CH3:16])=[CH:13][CH:14]=2)=[N:6][CH:7]=1.[CH3:33][O:34][CH2:35][CH2:36][NH2:37].CC(C)([O-])C.[Na+].C(P(C(C)(C)C)C1C=CC=CC=1C1C(C(C)C)=CC(C(C)C)=CC=1C(C)C)(C)(C)C.Cl. (4) Given the product [ClH:1].[Cl:1][C:2]1[CH:3]=[C:4]([N:9]2[CH:13]=[C:12]([C:14]#[C:15][C:18]3[CH:23]=[CH:22][N:21]=[C:20]([CH3:24])[CH:19]=3)[N:11]=[C:10]2[CH3:16])[CH:5]=[CH:6][C:7]=1[Cl:8], predict the reactants needed to synthesize it. The reactants are: [Cl:1][C:2]1[CH:3]=[C:4]([N:9]2[CH:13]=[C:12]([C:14]#[CH:15])[N:11]=[C:10]2[CH3:16])[CH:5]=[CH:6][C:7]=1[Cl:8].I[C:18]1[CH:23]=[CH:22][N:21]=[C:20]([CH3:24])[CH:19]=1. (5) Given the product [F:1][C:2]1[CH:11]=[CH:10][C:5]([C:6]([O:8][CH3:9])=[O:7])=[C:4]([O:12][C:22]2[CH:23]=[CH:24][CH:25]=[C:20]([F:19])[C:21]=2[N+:27]([O-:29])=[O:28])[CH:3]=1, predict the reactants needed to synthesize it. The reactants are: [F:1][C:2]1[CH:11]=[CH:10][C:5]([C:6]([O:8][CH3:9])=[O:7])=[C:4]([OH:12])[CH:3]=1.CC(C)([O-])C.[K+].[F:19][C:20]1[CH:25]=[CH:24][CH:23]=[C:22](F)[C:21]=1[N+:27]([O-:29])=[O:28].